Dataset: Forward reaction prediction with 1.9M reactions from USPTO patents (1976-2016). Task: Predict the product of the given reaction. Given the reactants [C:1]([O:5][C:6](=[O:27])[NH:7][C:8]1[CH:13]=[C:12]([O:14][C:15]2[N:20]=[C:19]3[S:21][C:22]([NH2:24])=[N:23][C:18]3=[CH:17][CH:16]=2)[C:11]([Cl:25])=[CH:10][C:9]=1[F:26])([CH3:4])([CH3:3])[CH3:2].[C:28](Cl)(=[O:31])[CH2:29][CH3:30].C(=O)([O-])O.[Na+], predict the reaction product. The product is: [C:1]([O:5][C:6](=[O:27])[NH:7][C:8]1[CH:13]=[C:12]([O:14][C:15]2[N:20]=[C:19]3[S:21][C:22]([NH:24][C:28](=[O:31])[CH2:29][CH3:30])=[N:23][C:18]3=[CH:17][CH:16]=2)[C:11]([Cl:25])=[CH:10][C:9]=1[F:26])([CH3:4])([CH3:2])[CH3:3].